This data is from Reaction yield outcomes from USPTO patents with 853,638 reactions. The task is: Predict the reaction yield, written as a fraction of the theoretical maximum amount of product (1.0 means a 100% yield; for example, 0.34 means a 34% yield). (1) The reactants are [NH2:1][C:2]1[C:7]([OH:8])=[CH:6][C:5]([C:9]2[CH:14]=[CH:13][C:12]([O:15][CH2:16][CH2:17][N:18]3[CH2:23][CH2:22][O:21][CH2:20][CH2:19]3)=[CH:11][CH:10]=2)=[CH:4][N:3]=1.NC1C(O)=CC(C2C=CC=CC=2)=CN=1.[H-].[Na+].Br[CH2:41][C:42]1[CH:47]=[CH:46][CH:45]=[C:44]([N+:48]([O-:50])=[O:49])[CH:43]=1.Cl. The catalyst is CN(C=O)C. The product is [N:18]1([CH2:17][CH2:16][O:15][C:12]2[CH:13]=[CH:14][C:9]([C:5]3[CH:6]=[C:7]([O:8][CH2:41][C:42]4[CH:47]=[CH:46][CH:45]=[C:44]([N+:48]([O-:50])=[O:49])[CH:43]=4)[C:2]([NH2:1])=[N:3][CH:4]=3)=[CH:10][CH:11]=2)[CH2:23][CH2:22][O:21][CH2:20][CH2:19]1. The yield is 0.680. (2) The reactants are Cl.[N:2]1[C:12]2[C:11]3[S:13][C:14]([C:16]4[CH:30]=[CH:29][C:19]([CH2:20][NH:21]C(=O)OC(C)(C)C)=[CH:18][CH:17]=4)=[CH:15][C:10]=3[CH2:9][CH2:8][O:7][C:6]=2[CH:5]=[CH:4][CH:3]=1. The catalyst is O1CCOCC1.C(Cl)Cl. The product is [N:2]1[C:12]2[C:11]3[S:13][C:14]([C:16]4[CH:30]=[CH:29][C:19]([CH2:20][NH2:21])=[CH:18][CH:17]=4)=[CH:15][C:10]=3[CH2:9][CH2:8][O:7][C:6]=2[CH:5]=[CH:4][CH:3]=1. The yield is 0.550.